From a dataset of Forward reaction prediction with 1.9M reactions from USPTO patents (1976-2016). Predict the product of the given reaction. (1) Given the reactants [C:1]([N:5]1[C:9]2=[N:10][CH:11]=[N:12][C:13]([NH:14][C:15](=[O:17])[CH3:16])=[C:8]2[C:7]([C:18]2[CH:23]=[CH:22][C:21]([Cl:24])=[CH:20][CH:19]=2)=[N:6]1)([CH3:4])([CH3:3])[CH3:2].[C:25](=O)([O-])[O-].[K+].[K+].CI, predict the reaction product. The product is: [C:1]([N:5]1[C:9]2=[N:10][CH:11]=[N:12][C:13]([N:14]([CH3:25])[C:15](=[O:17])[CH3:16])=[C:8]2[C:7]([C:18]2[CH:23]=[CH:22][C:21]([Cl:24])=[CH:20][CH:19]=2)=[N:6]1)([CH3:2])([CH3:3])[CH3:4]. (2) Given the reactants Br[C:2]1[N:6]([CH:7]([CH3:9])[CH3:8])[C:5]2[CH:10]([C:25]3[CH:30]=[CH:29][C:28]([Cl:31])=[CH:27][CH:26]=3)[N:11]([C:14]3[CH:15]=[C:16]([CH3:24])[C:17]4[N:18]([C:20]([CH3:23])=[N:21][N:22]=4)[CH:19]=3)[C:12](=[O:13])[C:4]=2[N:3]=1.CC1(C)C(C)(C)OB([C:40]2[CH2:45][CH2:44][N:43]([C:46]([O:48][C:49]([CH3:52])([CH3:51])[CH3:50])=[O:47])[CH2:42][CH:41]=2)O1, predict the reaction product. The product is: [Cl:31][C:28]1[CH:29]=[CH:30][C:25]([CH:10]2[C:5]3[N:6]([CH:7]([CH3:9])[CH3:8])[C:2]([C:40]4[CH2:45][CH2:44][N:43]([C:46]([O:48][C:49]([CH3:52])([CH3:51])[CH3:50])=[O:47])[CH2:42][CH:41]=4)=[N:3][C:4]=3[C:12](=[O:13])[N:11]2[C:14]2[CH:15]=[C:16]([CH3:24])[C:17]3[N:18]([C:20]([CH3:23])=[N:21][N:22]=3)[CH:19]=2)=[CH:26][CH:27]=1. (3) Given the reactants [OH:1][C:2]1[C:3]([C:16]2[CH:17]=[C:18]([CH:24]=[CH:25][C:26]([O:28]CC)=[O:27])[CH:19]=[CH:20][C:21]=2[O:22][CH3:23])=[CH:4][C:5]2[C:6]([CH3:15])([CH3:14])[CH2:7][CH2:8][C:9]([CH3:13])([CH3:12])[C:10]=2[CH:11]=1.[CH3:31][O:32][CH2:33][O:34][C:35]1[CH:36]=[C:37]([CH:40]=[CH:41][CH:42]=1)[CH2:38]Cl, predict the reaction product. The product is: [CH3:23][O:22][C:21]1[CH:20]=[CH:19][C:18]([CH:24]=[CH:25][C:26]([OH:28])=[O:27])=[CH:17][C:16]=1[C:3]1[C:2]([O:1][CH2:38][C:37]2[CH:40]=[CH:41][CH:42]=[C:35]([O:34][CH2:33][O:32][CH3:31])[CH:36]=2)=[CH:11][C:10]2[C:9]([CH3:13])([CH3:12])[CH2:8][CH2:7][C:6]([CH3:14])([CH3:15])[C:5]=2[CH:4]=1. (4) Given the reactants [O:1]1[C:6]2[CH:7]=[CH:8][C:9]([CH2:11][NH:12][C:13]3[CH:14]=[C:15]([CH:18]=[CH:19][C:20]=3F)[C:16]#[N:17])=[CH:10][C:5]=2[O:4][CH2:3][CH2:2]1.NC1C=C(C=CC=1)C#N.O1C2C=CC(C=O)=CC=2OCC1, predict the reaction product. The product is: [O:1]1[C:6]2[CH:7]=[CH:8][C:9]([CH2:11][NH:12][C:13]3[CH:14]=[C:15]([CH:18]=[CH:19][CH:20]=3)[C:16]#[N:17])=[CH:10][C:5]=2[O:4][CH2:3][CH2:2]1. (5) Given the reactants [N:1]([CH2:4][C:5]([N:7]([CH2:21][C:22]1[CH:27]=[CH:26][CH:25]=[CH:24][C:23]=1[O:28][CH3:29])[C:8]1[CH:13]=[CH:12][CH:11]=[CH:10][C:9]=1[O:14][C:15]1[CH:20]=[CH:19][CH:18]=[CH:17][CH:16]=1)=[O:6])=[N+]=[N-], predict the reaction product. The product is: [NH2:1][CH2:4][C:5]([N:7]([CH2:21][C:22]1[CH:27]=[CH:26][CH:25]=[CH:24][C:23]=1[O:28][CH3:29])[C:8]1[CH:13]=[CH:12][CH:11]=[CH:10][C:9]=1[O:14][C:15]1[CH:20]=[CH:19][CH:18]=[CH:17][CH:16]=1)=[O:6]. (6) Given the reactants [C:1]([N:4]1[C:13]2[C:8](=[CH:9][C:10]([NH:14][C:15](=[O:25])[C:16]3[CH:21]=[C:20]([O:22][CH3:23])[CH:19]=[CH:18][C:17]=3Br)=[CH:11][CH:12]=2)[C:7]([C:27]2[CH:32]=[CH:31][CH:30]=[CH:29][CH:28]=2)([CH3:26])[CH2:6][C:5]1([CH3:34])[CH3:33])(=[O:3])[CH3:2].[C:35]1(B(O)O)[CH:40]=[CH:39][CH:38]=[CH:37][CH:36]=1.[F-].[Cs+].C1(P(C2C=CC=CC=2)C2C=CC=CC=2)C=CC=CC=1, predict the reaction product. The product is: [C:1]([N:4]1[C:13]2[C:8](=[CH:9][C:10]([NH:14][C:15](=[O:25])[C:16]3[CH:21]=[C:20]([O:22][CH3:23])[CH:19]=[CH:18][C:17]=3[C:35]3[CH:40]=[CH:39][CH:38]=[CH:37][CH:36]=3)=[CH:11][CH:12]=2)[C:7]([C:27]2[CH:32]=[CH:31][CH:30]=[CH:29][CH:28]=2)([CH3:26])[CH2:6][C:5]1([CH3:34])[CH3:33])(=[O:3])[CH3:2]. (7) Given the reactants [CH3:1][C:2]1[CH:7]=[CH:6][N:5]=[CH:4][C:3]=1[N:8]1[CH2:12][CH2:11][NH:10][C:9]1=[O:13].Br[C:15]1[S:23][C:22]2[CH:21]=[CH:20][N:19]=[C:18]([Cl:24])[C:17]=2[CH:16]=1.N[C@@H]1CCCC[C@H]1N.P([O-])([O-])([O-])=O.[K+].[K+].[K+], predict the reaction product. The product is: [Cl:24][C:18]1[C:17]2[CH:16]=[C:15]([N:10]3[CH2:11][CH2:12][N:8]([C:3]4[CH:4]=[N:5][CH:6]=[CH:7][C:2]=4[CH3:1])[C:9]3=[O:13])[S:23][C:22]=2[CH:21]=[CH:20][N:19]=1. (8) The product is: [C:14]([O:13][C:11]([N:10]([C:7]1[O:8][CH2:9][C:5]2([N:6]=1)[C:25]1([CH2:26][O:27][CH2:28]1)[CH2:29][O:30][C:31]1[C:4]2=[CH:3][C:2]([C:42]2[CH2:47][CH2:46][O:45][CH2:44][CH:43]=2)=[CH:33][CH:32]=1)[C:18]([O:20][C:21]([CH3:22])([CH3:24])[CH3:23])=[O:19])=[O:12])([CH3:16])([CH3:15])[CH3:17]. Given the reactants Br[C:2]1[CH:3]=[C:4]2[C:31](=[CH:32][CH:33]=1)[O:30][CH2:29][C:25]1([CH2:28][O:27][CH2:26]1)[C:5]12[CH2:9][O:8][C:7]([N:10]([C:18]([O:20][C:21]([CH3:24])([CH3:23])[CH3:22])=[O:19])[C:11]([O:13][C:14]([CH3:17])([CH3:16])[CH3:15])=[O:12])=[N:6]1.CC1(C)C(C)(C)OB([C:42]2[CH2:43][CH2:44][O:45][CH2:46][CH:47]=2)O1.C([O-])([O-])=O.[Na+].[Na+], predict the reaction product. (9) Given the reactants [O:1]1[CH:5]=[CH:4][CH:3]=[C:2]1[CH2:6][NH:7][CH2:8][CH2:9][C:10]([O:12][CH2:13][CH3:14])=[O:11].C(N(CC)CC)C.Cl[C:23]([O:25][CH2:26][CH3:27])=[O:24].O, predict the reaction product. The product is: [O:1]1[CH:5]=[CH:4][CH:3]=[C:2]1[CH2:6][N:7]([C:23]([O:25][CH2:26][CH3:27])=[O:24])[CH2:8][CH2:9][C:10]([O:12][CH2:13][CH3:14])=[O:11]. (10) Given the reactants [C:1]([NH:8][C@@H:9]([CH2:15][CH2:16][CH2:17][CH2:18][CH2:19][CH:20]=[CH2:21])[C:10]([O:12]CC)=[O:11])([O:3][C:4]([CH3:7])([CH3:6])[CH3:5])=[O:2].O[Li].O, predict the reaction product. The product is: [C:1]([NH:8][C@@H:9]([CH2:15][CH2:16][CH2:17][CH2:18][CH2:19][CH:20]=[CH2:21])[C:10]([OH:12])=[O:11])([O:3][C:4]([CH3:6])([CH3:7])[CH3:5])=[O:2].